From a dataset of NCI-60 drug combinations with 297,098 pairs across 59 cell lines. Regression. Given two drug SMILES strings and cell line genomic features, predict the synergy score measuring deviation from expected non-interaction effect. Drug 1: C1=NC2=C(N1)C(=S)N=CN2. Drug 2: CC1=C(C=C(C=C1)C(=O)NC2=CC(=CC(=C2)C(F)(F)F)N3C=C(N=C3)C)NC4=NC=CC(=N4)C5=CN=CC=C5. Cell line: UACC-257. Synergy scores: CSS=0.874, Synergy_ZIP=0.320, Synergy_Bliss=1.26, Synergy_Loewe=0.439, Synergy_HSA=-0.385.